From a dataset of Forward reaction prediction with 1.9M reactions from USPTO patents (1976-2016). Predict the product of the given reaction. (1) Given the reactants [C:1]1([S:7]([C:10]([CH:26]2[CH2:38][CH2:37][C:36]3[C:35]4[C:30](=[CH:31][CH:32]=[C:33]([Cl:39])[CH:34]=4)[NH:29][C:28]=3[CH2:27]2)([F:25])[C:11]([N:13]([CH2:15][C:16]2[CH:17]=[C:18]([CH:22]=[CH:23][CH:24]=2)[C:19](O)=[O:20])[CH3:14])=[O:12])(=[O:9])=[O:8])[CH:6]=[CH:5][CH:4]=[CH:3][CH:2]=1.B.C1COCC1, predict the reaction product. The product is: [C:1]1([S:7]([C:10]([CH:26]2[CH2:38][CH2:37][C:36]3[C:35]4[C:30](=[CH:31][CH:32]=[C:33]([Cl:39])[CH:34]=4)[NH:29][C:28]=3[CH2:27]2)([F:25])[C:11]([N:13]([CH2:15][C:16]2[CH:24]=[CH:23][CH:22]=[C:18]([CH2:19][OH:20])[CH:17]=2)[CH3:14])=[O:12])(=[O:9])=[O:8])[CH:6]=[CH:5][CH:4]=[CH:3][CH:2]=1. (2) Given the reactants [Cl:1][C:2]1[C:3]([N:8]2[C:12]([C:13]([NH:15][C:16]3[C:21]([C:22]([NH:24][CH:25]([CH3:27])[CH3:26])=[O:23])=[CH:20][C:19]([N+:28]([O-])=O)=[CH:18][C:17]=3[CH3:31])=[O:14])=[CH:11][C:10]([C:32]([F:35])([F:34])[F:33])=[N:9]2)=[N:4][CH:5]=[CH:6][CH:7]=1.FC(F)(F)C(O)=O, predict the reaction product. The product is: [NH2:28][C:19]1[CH:20]=[C:21]([C:22]([NH:24][CH:25]([CH3:27])[CH3:26])=[O:23])[C:16]([NH:15][C:13]([C:12]2[N:8]([C:3]3[C:2]([Cl:1])=[CH:7][CH:6]=[CH:5][N:4]=3)[N:9]=[C:10]([C:32]([F:35])([F:34])[F:33])[CH:11]=2)=[O:14])=[C:17]([CH3:31])[CH:18]=1. (3) The product is: [NH2:18][C@@H:19]([CH2:23][C:24]1[CH:25]=[C:26]([I:32])[C:27]([OH:31])=[C:28]([I:30])[CH:29]=1)[C:20]([O:22][C:24]([CH3:29])([CH3:25])[CH3:23])=[O:21]. Given the reactants C1C2C(COC([NH:18][C@@H:19]([CH2:23][C:24]3[CH:29]=[C:28]([I:30])[C:27]([OH:31])=[C:26]([I:32])[CH:25]=3)[C:20]([OH:22])=[O:21])=O)C3C(=CC=CC=3)C=2C=CC=1.Cl(O)(=O)(=O)=O.C([O-])(O)=O.[Na+], predict the reaction product. (4) Given the reactants [Cl:1][C:2]1[CH:37]=[CH:36][CH:35]=[CH:34][C:3]=1[CH2:4][O:5][C:6]1[CH:33]=[CH:32][CH:31]=[CH:30][C:7]=1[CH2:8][CH2:9][N:10]([CH2:19][C:20]1[CH:29]=[CH:28][C:23]([C:24]([O:26]C)=[O:25])=[CH:22][CH:21]=1)[CH2:11][CH2:12][CH2:13][CH2:14][C:15]([O:17]C)=[O:16].O.[OH-].[Na+], predict the reaction product. The product is: [C:15]([CH2:14][CH2:13][CH2:12][CH2:11][N:10]([CH2:19][C:20]1[CH:21]=[CH:22][C:23]([C:24]([OH:26])=[O:25])=[CH:28][CH:29]=1)[CH2:9][CH2:8][C:7]1[CH:30]=[CH:31][CH:32]=[CH:33][C:6]=1[O:5][CH2:4][C:3]1[CH:34]=[CH:35][CH:36]=[CH:37][C:2]=1[Cl:1])([OH:17])=[O:16].